From a dataset of Full USPTO retrosynthesis dataset with 1.9M reactions from patents (1976-2016). Predict the reactants needed to synthesize the given product. (1) Given the product [F:15][C:13]1[CH:14]=[C:6]([O:5][C:4]2[CH:25]=[CH:26][CH:27]=[C:2]([NH:1][S:35]([CH3:34])(=[O:37])=[O:36])[CH:3]=2)[C:7]([C:8]([NH2:10])=[O:9])=[C:11]([NH:16][C:17]2[CH:22]=[CH:21][C:20]([I:23])=[CH:19][C:18]=2[F:24])[CH:12]=1, predict the reactants needed to synthesize it. The reactants are: [NH2:1][C:2]1[CH:3]=[C:4]([CH:25]=[CH:26][CH:27]=1)[O:5][C:6]1[CH:14]=[C:13]([F:15])[CH:12]=[C:11]([NH:16][C:17]2[CH:22]=[CH:21][C:20]([I:23])=[CH:19][C:18]=2[F:24])[C:7]=1[C:8]([NH2:10])=[O:9].N1C=CC=CC=1.[CH3:34][S:35](Cl)(=[O:37])=[O:36]. (2) The reactants are: CC1(C)COB([C:8]2[CH:9]=[C:10]([NH2:23])[C:11]([N:14]([CH2:19][CH:20]([CH3:22])[CH3:21])[CH2:15][CH:16]([CH3:18])[CH3:17])=[CH:12][CH:13]=2)OC1.Br[C:26]1[CH:31]=[CH:30][CH:29]=[CH:28][C:27]=1[NH:32][S:33]([C:36]([F:39])([F:38])[F:37])(=[O:35])=[O:34].P([O-])([O-])([O-])=O.[K+].[K+].[K+]. Given the product [NH2:23][C:10]1[CH:9]=[C:8]([C:26]2[CH:31]=[CH:30][CH:29]=[CH:28][C:27]=2[NH:32][S:33]([C:36]([F:37])([F:38])[F:39])(=[O:35])=[O:34])[CH:13]=[CH:12][C:11]=1[N:14]([CH2:15][CH:16]([CH3:17])[CH3:18])[CH2:19][CH:20]([CH3:21])[CH3:22], predict the reactants needed to synthesize it. (3) Given the product [NH2:33][C:34]1[CH:41]=[CH:40][C:39]([C:2]2[N:7]=[C:6]3[N:8]([CH:17]4[CH2:22][CH2:21][CH2:20][CH2:19][O:18]4)[N:9]=[C:10]([C:11]4[CH:12]=[N:13][CH:14]=[CH:15][CH:16]=4)[C:5]3=[C:4]([CH:23]([F:25])[F:24])[CH:3]=2)=[CH:38][C:35]=1[C:36]#[N:37], predict the reactants needed to synthesize it. The reactants are: Cl[C:2]1[N:7]=[C:6]2[N:8]([CH:17]3[CH2:22][CH2:21][CH2:20][CH2:19][O:18]3)[N:9]=[C:10]([C:11]3[CH:12]=[N:13][CH:14]=[CH:15][CH:16]=3)[C:5]2=[C:4]([CH:23]([F:25])[F:24])[CH:3]=1.COCCOC.O.[NH2:33][C:34]1[CH:41]=[CH:40][C:39](B2OC(C)(C)C(C)(C)O2)=[CH:38][C:35]=1[C:36]#[N:37].O.O.P([O-])([O-])([O-])=O.[K+].[K+].[K+]. (4) Given the product [Br:1][C:2]1[C:7]2[C:6](=[N:11][CH:10]=[C:9]([C:12]([N:15]3[CH2:20][CH2:19][S:18](=[O:22])(=[O:21])[CH2:17][CH2:16]3)=[O:14])[N:8]=2)[CH:5]=[N:4][CH:3]=1, predict the reactants needed to synthesize it. The reactants are: [Br:1][C:2]1[C:7]2=[N:8][C:9]([C:12]([OH:14])=O)=[CH:10][N:11]=[C:6]2[CH:5]=[N:4][CH:3]=1.[NH:15]1[CH2:20][CH2:19][S:18](=[O:22])(=[O:21])[CH2:17][CH2:16]1.C(N(CC)CC)C.F[P-](F)(F)(F)(F)F.C[N+](C)=C(N(C)C)O. (5) The reactants are: C([O:8][C:9]1[N:14]=[C:13]2[S:15][C:16]([NH:18][C:19]3[NH:20][CH2:21][C:22]4([CH2:28][N:27]5[CH2:29][CH2:30][CH:24]4[CH2:25][CH2:26]5)[N:23]=3)=[N:17][C:12]2=[CH:11][CH:10]=1)C1C=CC=CC=1.FC(F)(F)C(O)=O. Given the product [NH:20]1[CH2:21][C:22]2([CH2:28][N:27]3[CH2:26][CH2:25][CH:24]2[CH2:30][CH2:29]3)[N:23]=[C:19]1[NH:18][C:16]1[S:15][C:13]2[NH:14][C:9](=[O:8])[CH:10]=[CH:11][C:12]=2[N:17]=1, predict the reactants needed to synthesize it. (6) Given the product [Cl:46][C:43]1[CH:44]=[CH:45][C:40]([O:39][CH2:38][C:37]([OH:68])=[O:36])=[C:41]([C:47]#[C:48][C:49]2[CH:50]=[CH:51][C:52]([NH:55][C:56](=[O:67])[C:57]3[CH:58]=[CH:59][C:60]([C:63]([F:65])([F:66])[F:64])=[CH:61][CH:62]=3)=[CH:53][CH:54]=2)[CH:42]=1, predict the reactants needed to synthesize it. The reactants are: C(OC(=O)COC1C=CC(Cl)=CC=1C#CC1C(C)=NC=C(S(N(C)C)(=O)=O)C=1)(C)(C)C.C([O:36][C:37](=[O:68])[CH2:38][O:39][C:40]1[CH:45]=[CH:44][C:43]([Cl:46])=[CH:42][C:41]=1[C:47]#[C:48][C:49]1[CH:54]=[CH:53][C:52]([NH:55][C:56](=[O:67])[C:57]2[CH:62]=[CH:61][C:60]([C:63]([F:66])([F:65])[F:64])=[CH:59][CH:58]=2)=[CH:51][CH:50]=1)(C)(C)C.